From a dataset of Full USPTO retrosynthesis dataset with 1.9M reactions from patents (1976-2016). Predict the reactants needed to synthesize the given product. (1) Given the product [OH:6][C:4]1[C:3]2[C:2](=[N:11][C:10]([C:12]([F:15])([F:14])[F:13])=[CH:9][CH:8]=2)[N:25]([CH3:24])[C:17](=[O:31])[C:18]=1[C:19]([O:21][CH2:38][CH3:39])=[O:20], predict the reactants needed to synthesize it. The reactants are: Cl[C:2]1[N:11]=[C:10]([C:12]([F:15])([F:14])[F:13])[CH:9]=[CH:8][C:3]=1[C:4]([O:6]C)=O.Cl[C:17]1[N:25]=[C:24](C(F)(F)F)C=C[C:18]=1[C:19]([OH:21])=[O:20].C([O-])([O-])=[O:31].[K+].[K+].IC.[CH3:38][C:39](C)=O. (2) Given the product [Br:1][C:2]1[CH:7]=[CH:6][C:5]([O:8][CH2:18][CH2:17][N:14]2[CH2:15][CH2:16][N:11]([CH3:10])[CH2:12][CH2:13]2)=[C:4]([Cl:9])[CH:3]=1, predict the reactants needed to synthesize it. The reactants are: [Br:1][C:2]1[CH:7]=[CH:6][C:5]([OH:8])=[C:4]([Cl:9])[CH:3]=1.[CH3:10][N:11]1[CH2:16][CH2:15][N:14]([CH2:17][CH2:18]O)[CH2:13][CH2:12]1.C1C=CC(P(C2C=CC=CC=2)C2C=CC=CC=2)=CC=1.N(C(OC(C)(C)C)=O)=NC(OC(C)(C)C)=O. (3) Given the product [Cl:1][C:2]1[CH:7]=[CH:6][C:5]([NH:8][C:9](=[O:11])[CH3:10])=[C:4]([F:12])[C:3]=1[I:21], predict the reactants needed to synthesize it. The reactants are: [Cl:1][C:2]1[CH:7]=[CH:6][C:5]([NH:8][C:9](=[O:11])[CH3:10])=[C:4]([F:12])[CH:3]=1.[Li]CCCC.FC(F)(F)C[I:21].Cl. (4) Given the product [Cl:19][C:9]1[C:4]2[CH:3]=[C:2]([CH3:1])[S:16][C:5]=2[N:6]=[C:7]([C:11]([O:13][CH2:14][CH3:15])=[O:12])[N:8]=1, predict the reactants needed to synthesize it. The reactants are: [CH3:1][C:2]1[S:16][C:5]2[N:6]=[C:7]([C:11]([O:13][CH2:14][CH3:15])=[O:12])[NH:8][C:9](=O)[C:4]=2[CH:3]=1.P(Cl)(Cl)([Cl:19])=O.